Dataset: Forward reaction prediction with 1.9M reactions from USPTO patents (1976-2016). Task: Predict the product of the given reaction. (1) Given the reactants [C:1]([C:5]1[CH:24]=[CH:23][C:8]([C:9]([NH:11][C:12]2[S:13][C:14]([C:17]3[CH:22]=[CH:21][CH:20]=[CH:19][CH:18]=3)=[CH:15][N:16]=2)=[O:10])=[CH:7][C:6]=1[N+:25]([O-])=O)([CH3:4])([CH3:3])[CH3:2], predict the reaction product. The product is: [NH2:25][C:6]1[CH:7]=[C:8]([CH:23]=[CH:24][C:5]=1[C:1]([CH3:4])([CH3:3])[CH3:2])[C:9]([NH:11][C:12]1[S:13][C:14]([C:17]2[CH:22]=[CH:21][CH:20]=[CH:19][CH:18]=2)=[CH:15][N:16]=1)=[O:10]. (2) Given the reactants [C:1]([O:5][C:6]1[CH:11]=[C:10]([N:12]=[C:13]=[S:14])[CH:9]=[C:8]([F:15])[CH:7]=1)([CH3:4])([CH3:3])[CH3:2].C(N(CC)CC)C.[CH:23]([OH:26])([CH3:25])[CH3:24], predict the reaction product. The product is: [CH:23]([O:26][C:13](=[S:14])[NH:12][C:10]1[CH:9]=[C:8]([F:15])[CH:7]=[C:6]([O:5][C:1]([CH3:4])([CH3:2])[CH3:3])[CH:11]=1)([CH3:25])[CH3:24]. (3) Given the reactants [CH:1]([C:3]1[CH:4]=[C:5]([CH:8]=[C:9]([F:11])[CH:10]=1)[C:6]#[N:7])=[CH2:2].CC[C@H]1[C@H]2C[C@H]([C@H](OC3C4C(=CC=CC=4)C(O[C@H](C4C=CN=C5C=4C=C(OC)C=C5)[C@@H]4N5C[C@H](CC)[C@@H](CC5)C4)=NN=3)C3C=CN=C4C=3C=C([O:33]C)C=C4)N(CC2)C1.[OH2:70].CC(O)(C)C, predict the reaction product. The product is: [OH:70][C@@H:1]([C:3]1[CH:4]=[C:5]([CH:8]=[C:9]([F:11])[CH:10]=1)[C:6]#[N:7])[CH2:2][OH:33].